From a dataset of Forward reaction prediction with 1.9M reactions from USPTO patents (1976-2016). Predict the product of the given reaction. (1) Given the reactants [Br:1][C:2]1[CH:3]=[CH:4][C:5]([CH3:11])=[C:6]([CH:10]=1)[C:7](O)=[O:8].C[N:13](C(ON1N=NC2C=CC=NC1=2)=[N+](C)C)C.F[P-](F)(F)(F)(F)F.CCN(C(C)C)C(C)C.[NH4+].[OH-], predict the reaction product. The product is: [Br:1][C:2]1[CH:3]=[CH:4][C:5]([CH3:11])=[C:6]([CH:10]=1)[C:7]([NH2:13])=[O:8]. (2) The product is: [C:5]([C:7]1[C:8]([Cl:18])=[C:9]([CH:13]=[C:14]([F:17])[C:15]=1[Cl:16])[C:10]([Cl:19])=[O:11])#[N:6]. Given the reactants S(Cl)(Cl)=O.[C:5]([C:7]1[C:8]([Cl:18])=[C:9]([CH:13]=[C:14]([F:17])[C:15]=1[Cl:16])[C:10](O)=[O:11])#[N:6].[ClH:19].S(=O)=O, predict the reaction product. (3) Given the reactants C([O:8][C:9]1[CH:14]=[CH:13][C:12]([CH:15]2[CH:20]3[CH2:21][CH2:22][CH2:23][CH:16]2[CH2:17][CH2:18][CH2:19]3)=[CH:11][CH:10]=1)C1C=CC=CC=1, predict the reaction product. The product is: [CH:16]12[CH:15]([C:12]3[CH:11]=[CH:10][C:9]([OH:8])=[CH:14][CH:13]=3)[CH:20]([CH2:19][CH2:18][CH2:17]1)[CH2:21][CH2:22][CH2:23]2.